From a dataset of Catalyst prediction with 721,799 reactions and 888 catalyst types from USPTO. Predict which catalyst facilitates the given reaction. (1) Reactant: [CH3:1][C:2]1[CH:7]=[C:6](B2OC(C)(C)C(C)(C)O2)[CH:5]=[CH:4][N:3]=1.I[C:18]1[CH:23]=[CH:22][C:21]([CH2:24][C:25]([O:27][CH2:28][CH3:29])=[O:26])=[CH:20][CH:19]=1.C1(C)C=CC=CC=1.C([O-])([O-])=O.[Na+].[Na+]. Product: [CH3:1][C:2]1[CH:7]=[C:6]([C:18]2[CH:23]=[CH:22][C:21]([CH2:24][C:25]([O:27][CH2:28][CH3:29])=[O:26])=[CH:20][CH:19]=2)[CH:5]=[CH:4][N:3]=1. The catalyst class is: 461. (2) Reactant: [C:1]([O:5][C:6]([N:8]1[CH2:13][CH2:12][C:11](=O)[CH2:10][CH2:9]1)=[O:7])([CH3:4])([CH3:3])[CH3:2].Cl. Product: [C:1]([O:5][C:6]([N:8]1[CH2:13][CH2:12][CH:11]([N:8]([CH3:6])[CH2:9][CH2:10][CH3:11])[CH2:10][CH2:9]1)=[O:7])([CH3:4])([CH3:3])[CH3:2]. The catalyst class is: 5. (3) Reactant: [CH3:1][N:2]1[CH2:6][CH2:5][CH:4]([CH2:7][OH:8])[CH2:3]1.[H-].[Na+].F[C:12]1[CH:13]=[C:14]([CH:17]=[CH:18][CH:19]=1)[C:15]#[N:16]. Product: [CH3:1][N:2]1[CH2:6][CH2:5][CH:4]([CH2:7][O:8][C:12]2[CH:13]=[C:14]([CH:17]=[CH:18][CH:19]=2)[C:15]#[N:16])[CH2:3]1. The catalyst class is: 3. (4) Reactant: [CH3:1][O:2][C:3]1[CH:4]=[C:5]([NH:15][C:16]2[N:17]=[C:18]([CH2:26][CH2:27][CH:28]3[CH2:32][CH2:31][CH2:30][O:29]3)[C:19]3[CH2:25][NH:24][CH2:23][CH2:22][C:20]=3[N:21]=2)[CH:6]=[CH:7][C:8]=1[N:9]1[CH:13]=[C:12]([CH3:14])[N:11]=[CH:10]1.C=O.[C:35](O)(=O)C.C([BH3-])#N. Product: [CH3:1][O:2][C:3]1[CH:4]=[C:5]([NH:15][C:16]2[N:17]=[C:18]([CH2:26][CH2:27][CH:28]3[CH2:32][CH2:31][CH2:30][O:29]3)[C:19]3[CH2:25][N:24]([CH3:35])[CH2:23][CH2:22][C:20]=3[N:21]=2)[CH:6]=[CH:7][C:8]=1[N:9]1[CH:13]=[C:12]([CH3:14])[N:11]=[CH:10]1. The catalyst class is: 5. (5) Reactant: C=O.[Cl:3][C:4]1[CH:15]=[C:14]2[C:7]([NH:8][C:9]([CH2:16][CH3:17])=[C:10]2[CH2:11][CH2:12]N)=[CH:6][CH:5]=1.[C:18]([BH3-])#[N:19].[Na+].[C:22]([O-])([O-])=O.[K+].[K+]. Product: [Cl:3][C:4]1[CH:15]=[C:14]2[C:7]([NH:8][C:9]([CH2:16][CH3:17])=[C:10]2[CH2:11][CH2:12][N:19]([CH3:18])[CH3:22])=[CH:6][CH:5]=1. The catalyst class is: 467. (6) Reactant: [NH2:1][C:2]1[C:3]([C:9]([OH:11])=O)=[N:4][CH:5]=[C:6]([Br:8])[CH:7]=1.[NH2:12][C:13](N)=[O:14]. Product: [Br:8][C:6]1[CH:5]=[N:4][C:3]2[C:9]([OH:11])=[N:12][C:13]([OH:14])=[N:1][C:2]=2[CH:7]=1. The catalyst class is: 6. (7) Reactant: [OH:1][C:2]1[CH:9]=[C:8]([OH:10])[CH:7]=[CH:6][C:3]=1[CH:4]=O.[O:11]1[C:15]2[CH:16]=[CH:17][CH:18]=[CH:19][C:14]=2[N:13]=[C:12]1[CH2:20][C:21](OCC)=[O:22].N1CCCCC1.C(O)(=O)C. Product: [O:11]1[C:15]2[CH:16]=[CH:17][CH:18]=[CH:19][C:14]=2[N:13]=[C:12]1[C:20]1[C:21](=[O:22])[O:1][C:2]2[C:3]([CH:4]=1)=[CH:6][CH:7]=[C:8]([OH:10])[CH:9]=2. The catalyst class is: 23.